Predict the reaction yield, written as a fraction of the theoretical maximum amount of product (1.0 means a 100% yield; for example, 0.34 means a 34% yield). From a dataset of Reaction yield outcomes from USPTO patents with 853,638 reactions. (1) The reactants are [NH2:1][C:2]1[CH:3]=[C:4]([OH:12])[C:5](=[CH:10][CH:11]=1)[C:6]([O:8][CH3:9])=[O:7].[C:13]1([CH3:23])[CH:18]=[CH:17][CH:16]=[C:15]([S:19](Cl)(=[O:21])=[O:20])[CH:14]=1. No catalyst specified. The product is [OH:12][C:4]1[CH:3]=[C:2]([NH:1][S:19]([C:15]2[CH:16]=[CH:17][CH:18]=[C:13]([CH3:23])[CH:14]=2)(=[O:21])=[O:20])[CH:11]=[CH:10][C:5]=1[C:6]([O:8][CH3:9])=[O:7]. The yield is 0.880. (2) The reactants are [C:1]([O:5][C:6]([N:8]1[CH2:12][CH:11]=[CH:10][CH2:9]1)=[O:7])([CH3:4])([CH3:3])[CH3:2].C1C=C(Cl)C=C(C(OO)=[O:21])C=1. The catalyst is C(Cl)Cl. The product is [C:1]([O:5][C:6]([N:8]1[CH2:12][CH:11]2[CH:10]([O:21]2)[CH2:9]1)=[O:7])([CH3:4])([CH3:2])[CH3:3]. The yield is 0.870.